From a dataset of Forward reaction prediction with 1.9M reactions from USPTO patents (1976-2016). Predict the product of the given reaction. The product is: [Cl:77][C:78]1[C:83]([NH:1][C:2]2[CH:7]=[C:6]([CH2:8][N:9]3[C:13]([CH3:15])([CH3:14])[C:12](=[O:16])[N:11]([C:17]4[CH:22]=[CH:21][C:20]([S:23][C:24]([F:27])([F:26])[F:25])=[CH:19][CH:18]=4)[C:10]3=[O:28])[CH:5]=[CH:4][N:3]=2)=[CH:82][CH:81]=[CH:80][N:79]=1. Given the reactants [NH2:1][C:2]1[CH:7]=[C:6]([CH2:8][N:9]2[C:13]([CH3:15])([CH3:14])[C:12](=[O:16])[N:11]([C:17]3[CH:22]=[CH:21][C:20]([S:23][C:24]([F:27])([F:26])[F:25])=[CH:19][CH:18]=3)[C:10]2=[O:28])[CH:5]=[CH:4][N:3]=1.CC1(C)C2C=CC(P(C3C=CC=CC=3)C3C=CC=CC=3)=CC=2OC2C1=CC=C(P(C1C=CC=CC=1)C1C=CC=CC=1)C=2.C(=O)([O-])[O-].[Cs+].[Cs+].[Cl:77][C:78]1[C:83](I)=[CH:82][CH:81]=[CH:80][N:79]=1, predict the reaction product.